This data is from Reaction yield outcomes from USPTO patents with 853,638 reactions. The task is: Predict the reaction yield, written as a fraction of the theoretical maximum amount of product (1.0 means a 100% yield; for example, 0.34 means a 34% yield). (1) The reactants are [H-].[Na+].[NH:3]1[CH:7]=[CH:6][N:5]=[CH:4]1.Cl[CH2:9][O:10][CH2:11][CH2:12][Si:13]([CH3:16])([CH3:15])[CH3:14].CO.CCOC(C)=O. The catalyst is C1COCC1. The product is [CH3:14][Si:13]([CH3:16])([CH3:15])[CH2:12][CH2:11][O:10][CH2:9][N:3]1[CH:7]=[CH:6][N:5]=[CH:4]1. The yield is 0.700. (2) The reactants are [CH3:1][C:2]1[O:3][C:4]([C:14]2[CH:19]=[CH:18][N:17]=[CH:16][CH:15]=2)=[C:5]([C:7]2[CH:12]=[CH:11][C:10]([OH:13])=[CH:9][CH:8]=2)[N:6]=1.C([O-])([O-])=O.[Cs+].[Cs+].Cl[CH2:27][C:28]1[CH:37]=[CH:36][C:35]2[C:30](=[CH:31][CH:32]=[CH:33][CH:34]=2)[N:29]=1. The catalyst is CN(C=O)C. The product is [CH3:1][C:2]1[O:3][C:4]([C:14]2[CH:19]=[CH:18][N:17]=[CH:16][CH:15]=2)=[C:5]([C:7]2[CH:8]=[CH:9][C:10]([O:13][CH2:27][C:28]3[CH:37]=[CH:36][C:35]4[C:30](=[CH:31][CH:32]=[CH:33][CH:34]=4)[N:29]=3)=[CH:11][CH:12]=2)[N:6]=1. The yield is 0.400. (3) The reactants are [CH3:1][O:2][C:3]1[CH:4]=[C:5]2[C:9](=[CH:10][CH:11]=1)[NH:8][CH:7]=[CH:6]2.[H-].[Na+].[CH:14]1[CH:19]=[CH:18][C:17]([CH2:20]Br)=[CH:16][CH:15]=1. The catalyst is CN(C=O)C.O. The product is [CH2:20]([N:8]1[C:9]2[C:5](=[CH:4][C:3]([O:2][CH3:1])=[CH:11][CH:10]=2)[CH:6]=[CH:7]1)[C:17]1[CH:18]=[CH:19][CH:14]=[CH:15][CH:16]=1. The yield is 0.990. (4) The product is [CH:13]1([C:4]2[C:3]([OH:2])=[CH:8][C:7]([N+:9]([O-:11])=[O:10])=[C:6]([C:29]3[CH2:34][CH2:33][N:32]([C:35]([O:37][C:38]([CH3:41])([CH3:40])[CH3:39])=[O:36])[CH2:31][CH:30]=3)[CH:5]=2)[CH2:14][CH2:15][CH2:16][CH2:17]1. The reactants are C(=O)(OC)[O:2][C:3]1[CH:8]=[C:7]([N+:9]([O-:11])=[O:10])[C:6](Br)=[CH:5][C:4]=1[CH:13]1[CH2:17][CH2:16][CH2:15][CH2:14]1.CC1(C)C(C)(C)OB([C:29]2[CH2:30][CH2:31][N:32]([C:35]([O:37][C:38]([CH3:41])([CH3:40])[CH3:39])=[O:36])[CH2:33][CH:34]=2)O1.C([O-])([O-])=O.[Cs+].[Cs+]. The yield is 0.770. The catalyst is CN(C=O)C.O.C1C=CC([P]([Pd]([P](C2C=CC=CC=2)(C2C=CC=CC=2)C2C=CC=CC=2)([P](C2C=CC=CC=2)(C2C=CC=CC=2)C2C=CC=CC=2)[P](C2C=CC=CC=2)(C2C=CC=CC=2)C2C=CC=CC=2)(C2C=CC=CC=2)C2C=CC=CC=2)=CC=1.